From a dataset of Reaction yield outcomes from USPTO patents with 853,638 reactions. Predict the reaction yield, written as a fraction of the theoretical maximum amount of product (1.0 means a 100% yield; for example, 0.34 means a 34% yield). (1) The reactants are Cl[CH2:2][C:3]1[CH:8]=[CH:7][CH:6]=[CH:5][C:4]=1[CH2:9][C:10]([OH:12])=[O:11].[NH:13]1[CH2:18][CH2:17][O:16][CH2:15][CH2:14]1. The catalyst is C1COCC1.C(OCC)(=O)C. The product is [O:16]1[CH2:17][CH2:18][N:13]([CH2:2][C:3]2[CH:8]=[CH:7][CH:6]=[CH:5][C:4]=2[CH2:9][C:10]([OH:12])=[O:11])[CH2:14][CH2:15]1. The yield is 0.870. (2) The reactants are [C:1]([C:5]1[C:6]([N+:17]([O-])=O)=[C:7]([OH:16])[C:8]([OH:15])=[C:9]([C:11]([CH3:14])([CH3:13])[CH3:12])[CH:10]=1)([CH3:4])([CH3:3])[CH3:2]. The catalyst is CCO.[Pd]. The product is [C:1]([C:5]1[C:6]([NH2:17])=[C:7]([OH:16])[C:8]([OH:15])=[C:9]([C:11]([CH3:14])([CH3:13])[CH3:12])[CH:10]=1)([CH3:4])([CH3:2])[CH3:3]. The yield is 0.330. (3) The reactants are [CH2:1]([O:3][C:4]([C:6]1[C:11](=[O:12])[NH:10][C:9]2[CH:13]=[CH:14][S:15][C:8]=2[C:7]=1[N:16]1[CH2:21][CH2:20][N:19]([C:22]([C:24]2[S:25][CH:26]=[CH:27][CH:28]=2)=[O:23])[CH2:18][CH2:17]1)=[O:5])[CH3:2].[H-].[Na+].[F:31][C:32]1[CH:39]=[CH:38][C:35]([CH2:36]Br)=[CH:34][CH:33]=1. The catalyst is CN(C=O)C. The product is [CH2:1]([O:3][C:4]([C:6]1[C:11](=[O:12])[N:10]([CH2:36][C:35]2[CH:38]=[CH:39][C:32]([F:31])=[CH:33][CH:34]=2)[C:9]2[CH:13]=[CH:14][S:15][C:8]=2[C:7]=1[N:16]1[CH2:21][CH2:20][N:19]([C:22]([C:24]2[S:25][CH:26]=[CH:27][CH:28]=2)=[O:23])[CH2:18][CH2:17]1)=[O:5])[CH3:2]. The yield is 0.900. (4) The reactants are [OH:1][C:2]1[CH:3]=[C:4]([CH:28]=[CH:29][CH:30]=1)[O:5][CH2:6][CH2:7][O:8][C:9]1[C:10]([N:15]2[CH2:20][CH2:19][N:18](C(OC(C)(C)C)=O)[CH2:17][CH2:16]2)=[N:11][CH:12]=[CH:13][N:14]=1.[O:31]1[CH2:35][CH2:34][CH:33]([CH2:36]O)[CH2:32]1. No catalyst specified. The product is [N:15]1([C:10]2[C:9]([O:8][CH2:7][CH2:6][O:5][C:4]3[CH:28]=[CH:29][CH:30]=[C:2]([O:1][CH2:36][CH:33]4[CH2:34][CH2:35][O:31][CH2:32]4)[CH:3]=3)=[N:14][CH:13]=[CH:12][N:11]=2)[CH2:16][CH2:17][NH:18][CH2:19][CH2:20]1. The yield is 0.480. (5) The reactants are [H-].[H-].[H-].[H-].[Li+].[Al+3].[F:7][C:8]1[C:13]([C:14](OC)=[O:15])=[CH:12][N:11]=[C:10]([O:18][CH3:19])[CH:9]=1. The catalyst is C1COCC1. The product is [F:7][C:8]1[CH:9]=[C:10]([O:18][CH3:19])[N:11]=[CH:12][C:13]=1[CH2:14][OH:15]. The yield is 0.880.